Dataset: Reaction yield outcomes from USPTO patents with 853,638 reactions. Task: Predict the reaction yield, written as a fraction of the theoretical maximum amount of product (1.0 means a 100% yield; for example, 0.34 means a 34% yield). (1) The reactants are [CH3:1][O:2][C:3]1[CH:8]=[CH:7][C:6](Cl)=[CH:5][CH:4]=1.P.C([O-])([O-])=O.[Cs+].[Cs+].[CH3:17][C:18]([CH3:20])=[O:19]. The catalyst is C(Cl)C=CC1C=CC=CC=1.[Pd]. The product is [CH3:1][O:2][C:3]1[CH:8]=[CH:7][C:6]([CH2:17][C:18](=[O:19])[CH3:20])=[CH:5][CH:4]=1. The yield is 0.840. (2) The reactants are [O:1]=[C:2]1[CH:7]([N:8]2[C:16](=[O:17])[C:15]3[C:10](=[CH:11][CH:12]=[CH:13][C:14]=3[OH:18])[C:9]2=[O:19])[CH2:6][CH2:5][C:4](=[O:20])[NH:3]1.C(=O)([O-])[O-].[K+].[K+].Br[CH2:28][C:29]([O:31][C:32]([CH3:35])([CH3:34])[CH3:33])=[O:30]. The catalyst is CN(C=O)C.CCOC(C)=O. The product is [O:1]=[C:2]1[CH:7]([N:8]2[C:16](=[O:17])[C:15]3[C:10](=[CH:11][CH:12]=[CH:13][C:14]=3[O:18][CH2:28][C:29]([O:31][C:32]([CH3:35])([CH3:34])[CH3:33])=[O:30])[C:9]2=[O:19])[CH2:6][CH2:5][C:4](=[O:20])[NH:3]1. The yield is 0.840. (3) The reactants are [C:1]1(=[O:8])[CH2:7][CH2:6][CH2:5][CH2:4][CH2:3][CH2:2]1.[CH2:9]([O:11][C:12](=[O:18])[C:13](OCC)=[O:14])[CH3:10].CC[O-].[Na+]. No catalyst specified. The product is [CH2:9]([O:11][C:12](=[O:18])[C:13](=[O:14])[CH:2]1[CH2:3][CH2:4][CH2:5][CH2:6][CH2:7][C:1]1=[O:8])[CH3:10]. The yield is 0.523. (4) The reactants are [C:1]([C:5]1[CH:6]=[C:7]([O:24][C:25]([F:28])([F:27])[F:26])[CH:8]=[C:9]2[C:14]=1[O:13][CH:12]([C:15]([F:18])([F:17])[F:16])[C:11]([C:19]([O:21][CH2:22][CH3:23])=[O:20])=[CH:10]2)#[C:2][CH2:3][CH3:4]. The catalyst is C(O)C.[Pd]. The product is [CH2:1]([C:5]1[CH:6]=[C:7]([O:24][C:25]([F:28])([F:26])[F:27])[CH:8]=[C:9]2[C:14]=1[O:13][CH:12]([C:15]([F:16])([F:17])[F:18])[C:11]([C:19]([O:21][CH2:22][CH3:23])=[O:20])=[CH:10]2)[CH2:2][CH2:3][CH3:4]. The yield is 0.680. (5) The reactants are [C:1]1(P(C2C=CC=CC=2)C2C=CC=CC=2)C=CC=C[CH:2]=1.[OH-].[Ca+2].[OH-].[OH:23][CH2:24][CH:25]([CH2:37][OH:38])[CH2:26][CH2:27][N:28]1[CH:35]=[C:34](I)[C:32](=[O:33])[NH:31][C:29]1=[O:30].C(OC=C)(=O)C. The catalyst is CN(C=O)C.C([O-])(=O)C.[Pd+2].C([O-])(=O)C.C(N(CC)CC)C. The product is [OH:23][CH2:24][CH:25]([CH2:37][OH:38])[CH2:26][CH2:27][N:28]1[CH:35]=[C:34]([CH:1]=[CH2:2])[C:32](=[O:33])[NH:31][C:29]1=[O:30]. The yield is 0.480. (6) The reactants are [NH:1]([C:30]([O:32][C:33]([CH3:36])([CH3:35])[CH3:34])=[O:31])[C@H:2]([C:15]([NH:17][C@H:18]([C:26]([O:28]C)=[O:27])[CH2:19][CH2:20][CH2:21][NH:22][C:23](=[NH:25])[NH2:24])=[O:16])[CH2:3][C:4]1[CH:9]=[CH:8][C:7]([O:10][C:11]([CH3:14])([CH3:13])[CH3:12])=[CH:6][CH:5]=1. The catalyst is C1COCC1.CO.O. The product is [NH:1]([C:30]([O:32][C:33]([CH3:36])([CH3:35])[CH3:34])=[O:31])[C@H:2]([C:15]([NH:17][C@H:18]([C:26]([OH:28])=[O:27])[CH2:19][CH2:20][CH2:21][NH:22][C:23](=[NH:24])[NH2:25])=[O:16])[CH2:3][C:4]1[CH:9]=[CH:8][C:7]([O:10][C:11]([CH3:14])([CH3:12])[CH3:13])=[CH:6][CH:5]=1. The yield is 0.660. (7) The reactants are [F:1][C:2]1[CH:11]=[CH:10][C:5]([C:6]([O:8][CH3:9])=[O:7])=[C:4]([O:12][CH2:13][C:14]#[CH:15])[CH:3]=1.C(N(CC)C1C=CC=CC=1)C. The catalyst is CCOC(C)=O. The product is [F:1][C:2]1[CH:11]=[CH:10][C:5]([C:6]([O:8][CH3:9])=[O:7])=[C:4]2[C:3]=1[CH:15]=[CH:14][CH2:13][O:12]2. The yield is 0.680. (8) The reactants are [C:1]([C:4]1[CH:5]=[C:6]([O:21][C:22]([F:25])([F:24])[F:23])[CH:7]=[C:8]2[C:13]=1[O:12][CH:11]([C:14]([F:17])([F:16])[F:15])[C:10]([C:18]([OH:20])=[O:19])=[CH:9]2)(=[O:3])[CH3:2].CCO.[BH4-].[Na+]. The catalyst is C1COCC1. The product is [OH:3][CH:1]([C:4]1[CH:5]=[C:6]([O:21][C:22]([F:25])([F:23])[F:24])[CH:7]=[C:8]2[C:13]=1[O:12][CH:11]([C:14]([F:17])([F:16])[F:15])[C:10]([C:18]([OH:20])=[O:19])=[CH:9]2)[CH3:2]. The yield is 0.520. (9) The product is [Br:1][C:2]1[C:3]([O:13][C:14]2[CH:19]=[CH:18][CH:17]=[CH:16][CH:15]=2)=[C:4]2[C:9](=[CH:10][CH:11]=1)[N:8]([C:26](=[O:28])[CH3:27])[CH:7]([CH3:12])[CH2:6][CH2:5]2. The yield is 0.960. The reactants are [Br:1][C:2]1[C:3]([O:13][C:14]2[CH:19]=[CH:18][CH:17]=[CH:16][CH:15]=2)=[C:4]2[C:9](=[CH:10][CH:11]=1)[NH:8][CH:7]([CH3:12])[CH2:6][CH2:5]2.N1C=CC=CC=1.[C:26](Cl)(=[O:28])[CH3:27]. The catalyst is ClCCl.